Task: Predict the reactants needed to synthesize the given product.. Dataset: Full USPTO retrosynthesis dataset with 1.9M reactions from patents (1976-2016) (1) Given the product [CH2:1]([N:8]([CH3:32])[C:9]1[C:10]([C:23]2[CH:24]=[C:25]3[C:29](=[CH:30][CH:31]=2)[NH:28][N:27]=[CH:26]3)=[N:11][C:12]2[C:17]([N:18]=1)=[CH:16][C:15]([C:19]([OH:21])=[O:20])=[CH:14][CH:13]=2)[C:2]1[CH:3]=[CH:4][CH:5]=[CH:6][CH:7]=1, predict the reactants needed to synthesize it. The reactants are: [CH2:1]([N:8]([CH3:32])[C:9]1[C:10]([C:23]2[CH:24]=[C:25]3[C:29](=[CH:30][CH:31]=2)[NH:28][N:27]=[CH:26]3)=[N:11][C:12]2[C:17]([N:18]=1)=[CH:16][C:15]([C:19]([O:21]C)=[O:20])=[CH:14][CH:13]=2)[C:2]1[CH:7]=[CH:6][CH:5]=[CH:4][CH:3]=1.[OH-].[Na+].Cl. (2) Given the product [Br:11][C:6]1[CH:7]=[C:8]([F:10])[CH:9]=[C:2]([N:19]2[CH2:18][CH2:17][C:16]3[C:21](=[CH:22][CH:23]=[C:14]([N:13]([CH3:12])[CH3:25])[CH:15]=3)[C:20]2=[O:24])[C:3]=1[CH:4]=[O:5], predict the reactants needed to synthesize it. The reactants are: Br[C:2]1[CH:9]=[C:8]([F:10])[CH:7]=[C:6]([Br:11])[C:3]=1[CH:4]=[O:5].[CH3:12][N:13]([CH3:25])[C:14]1[CH:15]=[C:16]2[C:21](=[CH:22][CH:23]=1)[C:20](=[O:24])[NH:19][CH2:18][CH2:17]2.C(=O)([O-])[O-].[Cs+].[Cs+]. (3) Given the product [CH3:22][O:23][CH2:24][O:10][C:11]1[CH:21]=[CH:20][CH:19]=[C:13]2[C:14]([O:16][C:17](=[O:18])[C:12]=12)=[O:15], predict the reactants needed to synthesize it. The reactants are: C(N(CC)C(C)C)(C)C.[OH:10][C:11]1[CH:21]=[CH:20][CH:19]=[C:13]2[C:14]([O:16][C:17](=[O:18])[C:12]=12)=[O:15].[CH3:22][O:23][CH2:24]Cl. (4) Given the product [CH3:1][S:2]([C:5]1[CH:10]=[CH:9][C:8]([CH:11]([CH2:15][CH:16]2[CH2:21][CH2:20][CH2:19][CH2:18][O:17]2)[C:12]([NH:32][C:33]2[CH:38]=[N:37][CH:36]=[CH:35][N:34]=2)=[O:13])=[CH:7][C:6]=1[C:22]([F:23])([F:25])[F:24])(=[O:3])=[O:4], predict the reactants needed to synthesize it. The reactants are: [CH3:1][S:2]([C:5]1[CH:10]=[CH:9][C:8]([CH:11]([CH2:15][CH:16]2[CH2:21][CH2:20][CH2:19][CH2:18][O:17]2)[C:12](O)=[O:13])=[CH:7][C:6]=1[C:22]([F:25])([F:24])[F:23])(=[O:4])=[O:3].C(Cl)(=O)C(Cl)=O.[NH2:32][C:33]1[CH:38]=[N:37][CH:36]=[CH:35][N:34]=1.N1C(C)=CC=CC=1C.